From a dataset of NCI-60 drug combinations with 297,098 pairs across 59 cell lines. Regression. Given two drug SMILES strings and cell line genomic features, predict the synergy score measuring deviation from expected non-interaction effect. Drug 1: C(CC(=O)O)C(=O)CN.Cl. Drug 2: CC12CCC3C(C1CCC2OP(=O)(O)O)CCC4=C3C=CC(=C4)OC(=O)N(CCCl)CCCl.[Na+]. Cell line: HCC-2998. Synergy scores: CSS=12.0, Synergy_ZIP=-11.2, Synergy_Bliss=-13.2, Synergy_Loewe=-11.8, Synergy_HSA=-9.61.